This data is from Reaction yield outcomes from USPTO patents with 853,638 reactions. The task is: Predict the reaction yield, written as a fraction of the theoretical maximum amount of product (1.0 means a 100% yield; for example, 0.34 means a 34% yield). (1) The reactants are [I:1][C:2]1[CH:3]=[N:4][NH:5][CH:6]=1.C([O-])([O-])=O.[Cs+].[Cs+].I[CH:14]([CH3:16])[CH3:15]. The catalyst is CN(C=O)C. The product is [I:1][C:2]1[CH:3]=[N:4][N:5]([CH:14]([CH3:16])[CH3:15])[CH:6]=1. The yield is 0.850. (2) The reactants are C[O:2][C:3]1[CH:8]=[CH:7][C:6]([N:9]2[CH2:14][CH2:13][N:12]([C:15]3[CH:20]=[CH:19][C:18]([N:21]4[C:25](=[O:26])[N:24]([CH2:27][CH2:28][CH2:29][CH2:30][CH3:31])[N:23]=[CH:22]4)=[CH:17][CH:16]=3)[CH2:11][CH2:10]2)=[CH:5][CH:4]=1. The catalyst is Br. The product is [OH:2][C:3]1[CH:8]=[CH:7][C:6]([N:9]2[CH2:10][CH2:11][N:12]([C:15]3[CH:16]=[CH:17][C:18]([N:21]4[C:25](=[O:26])[N:24]([CH2:27][CH2:28][CH2:29][CH2:30][CH3:31])[N:23]=[CH:22]4)=[CH:19][CH:20]=3)[CH2:13][CH2:14]2)=[CH:5][CH:4]=1. The yield is 0.890. (3) The reactants are [CH3:1][C:2]1[C:16](=[O:17])[N:15]=[C:14]2[N:4]([C@@H:5]3[O:9][C@H:8]([CH2:10][OH:11])[C@@H:7]([OH:12])[C@@H:6]3[O:13]2)[CH:3]=1.[CH3:18][O:19][CH2:20][CH2:21][O:22]B([O:22][CH2:21][CH2:20][O:19][CH3:18])[O:22][CH2:21][CH2:20][O:19][CH3:18]. The catalyst is COCCO. The product is [CH3:18][O:19][CH2:20][CH2:21][O:22][C@@H:6]1[C@H:7]([OH:12])[C@@H:8]([CH2:10][OH:11])[O:9][C@H:5]1[N:4]1[CH:3]=[C:2]([CH3:1])[C:16](=[O:17])[NH:15][C:14]1=[O:13]. The yield is 0.630. (4) The reactants are Br[C:2]1[CH:7]=[C:6]([F:8])[CH:5]=[C:4]([F:9])[CH:3]=1.[O:10]1[CH2:15][CH2:14][C:13](=[O:16])[CH2:12][CH2:11]1. The catalyst is C1COCC1. The product is [F:9][C:4]1[CH:3]=[C:2]([C:13]2([OH:16])[CH2:14][CH2:15][O:10][CH2:11][CH2:12]2)[CH:7]=[C:6]([F:8])[CH:5]=1. The yield is 0.370. (5) The yield is 0.130. The reactants are C(N(CC)C(C)C)(C)C.[CH2:10]([N:17]=[C:18]=[O:19])[C:11]1[CH:16]=[CH:15][CH:14]=[CH:13][CH:12]=1.[Si]([O:27][C:28]1[CH:33]=[C:32]([O:34][Si](C(C)(C)C)(C)C)[CH:31]=[CH:30][C:29]=1[C@H:42]1[CH2:47][CH2:46][C@H:45]([OH:48])[CH2:44][CH2:43]1)(C(C)(C)C)(C)C. The catalyst is CN(C)C=O. The product is [CH2:10]([NH:17][C:18](=[O:19])[O:48][C@H:45]1[CH2:44][CH2:43][C@H:42]([C:29]2[CH:30]=[CH:31][C:32]([OH:34])=[CH:33][C:28]=2[OH:27])[CH2:47][CH2:46]1)[C:11]1[CH:16]=[CH:15][CH:14]=[CH:13][CH:12]=1. (6) The reactants are CC1C=CC(S(O[CH2:12][CH2:13][C:14]#[CH:15])(=O)=O)=CC=1.[CH2:16]([NH:18][CH2:19][CH3:20])[CH3:17].O1CCOCC1. The catalyst is C(OCC)C. The product is [CH2:16]([N:18]([CH2:19][CH3:20])[CH2:12][CH2:13][C:14]#[CH:15])[CH3:17]. The yield is 0.270. (7) The reactants are [CH2:1]([C:3]1[N:11]=[C:10]([C:12]([F:15])([F:14])[F:13])[N:9]=[C:8]2[C:4]=1[N:5]=[CH:6][N:7]2[C:16]1[CH:21]=[CH:20][CH:19]=[C:18]([C:22]([OH:24])=O)[CH:17]=1)[CH3:2].[CH3:25][S:26]([NH2:29])(=[O:28])=[O:27]. The catalyst is CN(C)C1C=CN=CC=1.CN(C)C=O. The product is [CH2:1]([C:3]1[N:11]=[C:10]([C:12]([F:14])([F:15])[F:13])[N:9]=[C:8]2[C:4]=1[N:5]=[CH:6][N:7]2[C:16]1[CH:21]=[CH:20][CH:19]=[C:18]([C:22]([NH:29][S:26]([CH3:25])(=[O:28])=[O:27])=[O:24])[CH:17]=1)[CH3:2]. The yield is 0.560. (8) The reactants are [CH3:1][C:2]([CH3:31])([CH2:7][C:8]1[S:9][C:10]([C:13]2[CH:18]=[C:17]([NH:19][C:20]3[N:25]=[C:24]([C:26]([F:29])([F:28])[F:27])[CH:23]=[CH:22][N:21]=3)[CH:16]=[C:15]([CH3:30])[CH:14]=2)=[CH:11][N:12]=1)[C:3]([O:5]C)=[O:4].C1COCC1.[OH-].[K+]. The catalyst is CO. The product is [CH3:1][C:2]([CH3:31])([CH2:7][C:8]1[S:9][C:10]([C:13]2[CH:18]=[C:17]([NH:19][C:20]3[N:25]=[C:24]([C:26]([F:29])([F:27])[F:28])[CH:23]=[CH:22][N:21]=3)[CH:16]=[C:15]([CH3:30])[CH:14]=2)=[CH:11][N:12]=1)[C:3]([OH:5])=[O:4]. The yield is 1.00. (9) The catalyst is [Pd]. The yield is 0.570. The reactants are C([NH:8][C:9]1([CH2:15][C:16]([NH2:18])=[O:17])[CH2:12][S:11](=[O:14])(=[O:13])[CH2:10]1)C1C=CC=CC=1. The product is [NH2:8][C:9]1([CH2:15][C:16]([NH2:18])=[O:17])[CH2:10][S:11](=[O:13])(=[O:14])[CH2:12]1. (10) The reactants are [CH3:1][O:2][C:3](=[O:15])[CH2:4][NH:5][C:6]([C:8]1[CH:13]=[C:12](I)[CH:11]=[CH:10][N:9]=1)=[O:7].CO.[O-]P([O-])([O-])=O.[K+].[K+].[K+].[CH3:26][C:27]1[CH:32]=[CH:31][C:30](B(O)O)=[CH:29][CH:28]=1. The catalyst is O1CCOCC1.C1C=CC(P(C2C=CC=CC=2)[C-]2C=CC=C2)=CC=1.C1C=CC(P(C2C=CC=CC=2)[C-]2C=CC=C2)=CC=1.Cl[Pd]Cl.[Fe+2]. The product is [CH3:1][O:2][C:3](=[O:15])[CH2:4][NH:5][C:6]([C:8]1[CH:13]=[C:12]([C:30]2[CH:31]=[CH:32][C:27]([CH3:26])=[CH:28][CH:29]=2)[CH:11]=[CH:10][N:9]=1)=[O:7]. The yield is 0.850.